From a dataset of Full USPTO retrosynthesis dataset with 1.9M reactions from patents (1976-2016). Predict the reactants needed to synthesize the given product. Given the product [ClH:1].[N:41]1([C:24](=[O:25])[CH2:23][NH:22][C:20](=[O:21])[C:19]2[CH:18]=[CH:17][C:16]([S:13](=[O:14])(=[O:15])[NH:12][C:7]3[CH:8]=[CH:9][CH:10]=[CH:11][C:6]=3[C:4](=[O:5])[C:3]3[CH:29]=[CH:30][C:31]([Cl:33])=[CH:32][C:2]=3[Cl:1])=[CH:28][CH:27]=2)[CH2:47][CH2:46][CH2:45][NH:44][CH2:43][CH2:42]1, predict the reactants needed to synthesize it. The reactants are: [Cl:1][C:2]1[CH:32]=[C:31]([Cl:33])[CH:30]=[CH:29][C:3]=1[C:4]([C:6]1[CH:11]=[CH:10][CH:9]=[CH:8][C:7]=1[NH:12][S:13]([C:16]1[CH:28]=[CH:27][C:19]([C:20]([NH:22][CH2:23][C:24](O)=[O:25])=[O:21])=[CH:18][CH:17]=1)(=[O:15])=[O:14])=[O:5].C(OC([N:41]1[CH2:47][CH2:46][CH2:45][NH:44][CH2:43][CH2:42]1)=O)(C)(C)C.